The task is: Predict the product of the given reaction.. This data is from Forward reaction prediction with 1.9M reactions from USPTO patents (1976-2016). (1) Given the reactants [C:1]([NH:4][C:5]1[CH:6]=[C:7]([C:11]2[CH:16]=[N:15][CH:14]=[C:13](Cl)[N:12]=2)[CH:8]=[CH:9][CH:10]=1)(=[O:3])[CH3:2].[Cl:18][C:19]1[CH:20]=[C:21]([CH:23]=[CH:24][C:25]=1[F:26])[NH2:22].C1C=CC(P(C2C(C3C(P(C4C=CC=CC=4)C4C=CC=CC=4)=CC=C4C=3C=CC=C4)=C3C(C=CC=C3)=CC=2)C2C=CC=CC=2)=CC=1.CC(C)([O-])C.[Na+], predict the reaction product. The product is: [Cl:18][C:19]1[CH:20]=[C:21]([NH:22][C:13]2[N:12]=[C:11]([C:7]3[CH:6]=[C:5]([NH:4][C:1](=[O:3])[CH3:2])[CH:10]=[CH:9][CH:8]=3)[CH:16]=[N:15][CH:14]=2)[CH:23]=[CH:24][C:25]=1[F:26]. (2) Given the reactants Cl.Cl.[NH2:3][C@@H:4]1[CH2:11][C@H:7]2[O:8][CH2:9][CH2:10][C@@:6]2([C:12]([N:14]2[CH2:23][CH2:22][C:21]3[N:20]=[CH:19][C:18]([C:24]([F:27])([F:26])[F:25])=[CH:17][C:16]=3[CH2:15]2)=[O:13])[CH2:5]1.C(O)(=O)C.[BH-](OC(C)=O)(OC(C)=O)OC(C)=O.[Na+].[CH3:46][O:47][C@H:48]1[C:53](=O)[CH2:52][CH2:51][O:50][CH2:49]1, predict the reaction product. The product is: [CH3:46][O:47][C@H:48]1[C@@H:53]([NH:3][C@@H:4]2[CH2:11][C@H:7]3[O:8][CH2:9][CH2:10][C@@:6]3([C:12]([N:14]3[CH2:23][CH2:22][C:21]4[N:20]=[CH:19][C:18]([C:24]([F:27])([F:26])[F:25])=[CH:17][C:16]=4[CH2:15]3)=[O:13])[CH2:5]2)[CH2:52][CH2:51][O:50][CH2:49]1. (3) Given the reactants Cl[C:2]1[C:3](=[O:15])[N:4](C2CCCCO2)[N:5]=[CH:6][C:7]=1Cl.[C:16]([C:20]1[CH:25]=[CH:24][CH:23]=[CH:22][C:21]=1[OH:26])([CH3:19])([CH3:18])[CH3:17].C[O:28][C:29](=[O:38])[CH:30](Br)[CH2:31][CH:32]1[CH2:36][CH2:35][CH2:34][CH2:33]1, predict the reaction product. The product is: [C:16]([C:20]1[CH:25]=[CH:24][CH:23]=[CH:22][C:21]=1[O:26][C:7]1[CH:6]=[N:5][N:4]([CH:30]([CH2:31][CH:32]2[CH2:36][CH2:35][CH2:34][CH2:33]2)[C:29]([OH:28])=[O:38])[C:3](=[O:15])[CH:2]=1)([CH3:19])([CH3:17])[CH3:18].